This data is from Full USPTO retrosynthesis dataset with 1.9M reactions from patents (1976-2016). The task is: Predict the reactants needed to synthesize the given product. (1) Given the product [O:12]=[C:8]1[NH:7][C:6]2[CH:13]=[C:2]([O:1][S:30]([C:33]([F:36])([F:35])[F:34])(=[O:32])=[O:31])[CH:3]=[CH:4][C:5]=2[CH2:11][CH2:10][NH:9]1, predict the reactants needed to synthesize it. The reactants are: [OH:1][C:2]1[CH:3]=[CH:4][C:5]2[CH2:11][CH2:10][NH:9][C:8](=[O:12])[NH:7][C:6]=2[CH:13]=1.C(N(CC)C(C)C)(C)C.C1C=CC(N([S:30]([C:33]([F:36])([F:35])[F:34])(=[O:32])=[O:31])[S:30]([C:33]([F:36])([F:35])[F:34])(=[O:32])=[O:31])=CC=1. (2) Given the product [CH2:11]([C:13]1[CH:14]=[C:15]2[C:20](=[CH:21][CH:22]=1)[O:19][CH2:18][CH2:17][CH:16]2[NH:23][C:2]1[CH:3]=[N:4][C:5]([C:8]#[N:9])=[N:6][CH:7]=1)[CH3:12], predict the reactants needed to synthesize it. The reactants are: Br[C:2]1[CH:3]=[N:4][C:5]([C:8]#[N:9])=[N:6][CH:7]=1.[Cl-].[CH2:11]([C:13]1[CH:14]=[C:15]2[C:20](=[CH:21][CH:22]=1)[O:19][CH2:18][CH2:17][CH:16]2[NH3+:23])[CH3:12].C(N(CC)CC)C. (3) Given the product [C:41]([O:40][C:39]([N:38]([CH2:37][CH:36]1[CH2:35][CH2:34][N:33]([C:9]([O:11][C:12]2[CH:21]=[CH:20][CH:19]=[C:14]([C:15]([O:17][CH3:18])=[O:16])[CH:13]=2)=[O:10])[CH2:32][CH:31]1[C:27]1[CH:28]=[CH:29][CH:30]=[C:25]([F:24])[CH:26]=1)[C@@H:46]([C:48]1[C:57]2[C:52](=[CH:53][CH:54]=[CH:55][CH:56]=2)[CH:51]=[CH:50][CH:49]=1)[CH3:47])=[O:45])([CH3:42])([CH3:43])[CH3:44], predict the reactants needed to synthesize it. The reactants are: [N+](C1C=CC(O[C:9]([O:11][C:12]2[CH:13]=[C:14]([CH:19]=[CH:20][CH:21]=2)[C:15]([O:17][CH3:18])=[O:16])=[O:10])=CC=1)([O-])=O.[F:24][C:25]1[CH:26]=[C:27]([CH:31]2[CH:36]([CH2:37][N:38]([C@@H:46]([C:48]3[C:57]4[C:52](=[CH:53][CH:54]=[CH:55][CH:56]=4)[CH:51]=[CH:50][CH:49]=3)[CH3:47])[C:39](=[O:45])[O:40][C:41]([CH3:44])([CH3:43])[CH3:42])[CH2:35][CH2:34][NH:33][CH2:32]2)[CH:28]=[CH:29][CH:30]=1.C1COCC1.C(=O)([O-])O.[Na+]. (4) Given the product [CH:11]([O:10][C:7]1[CH:6]=[C:3]2[C:2](=[CH:9][CH:8]=1)[NH:1][N:5]=[C:4]2[NH2:14])([CH3:13])[CH3:12], predict the reactants needed to synthesize it. The reactants are: [NH2:1][C:2]1[CH:9]=[CH:8][C:7]([O:10][CH:11]([CH3:13])[CH3:12])=[CH:6][C:3]=1[C:4]#[N:5].[N:14]([O-])=O.[Na+]. (5) Given the product [F:26][C:20]1[CH:21]=[C:22]([F:25])[CH:23]=[CH:24][C:19]=1[N:17]([CH3:18])[C:15]([C:13]1[S:14][C:5]2[C:4]3[CH:3]=[C:2]([N:27]4[CH2:32][CH2:31][O:30][CH2:29][CH2:28]4)[CH:11]=[CH:10][C:9]=3[O:8][CH2:7][C:6]=2[CH:12]=1)=[O:16], predict the reactants needed to synthesize it. The reactants are: Br[C:2]1[CH:11]=[CH:10][C:9]2[O:8][CH2:7][C:6]3[CH:12]=[C:13]([C:15]([N:17]([C:19]4[CH:24]=[CH:23][C:22]([F:25])=[CH:21][C:20]=4[F:26])[CH3:18])=[O:16])[S:14][C:5]=3[C:4]=2[CH:3]=1.[NH:27]1[CH2:32][CH2:31][O:30][CH2:29][CH2:28]1. (6) Given the product [C:1]([OH:6])(=[O:5])[C:2]([OH:4])=[O:3].[CH3:7][O:8][C:9]1[CH:10]=[C:11]2[C:16](=[CH:17][C:18]=1[O:19][CH3:20])[CH:15]([CH2:21][C:22]1[CH:27]=[CH:26][C:25]([C:28]([C:33]3[CH:34]=[CH:35][CH:36]=[CH:37][CH:38]=3)=[O:44])=[CH:24][CH:23]=1)[NH:14][CH2:13][CH2:12]2, predict the reactants needed to synthesize it. The reactants are: [C:1]([OH:6])(=[O:5])[C:2]([OH:4])=[O:3].[CH3:7][O:8][C:9]1[CH:10]=[C:11]2[C:16](=[CH:17][C:18]=1[O:19][CH3:20])[CH:15]([CH2:21][C:22]1[CH:27]=[CH:26][C:25]([C:28]3([C:33]4[CH:38]=[CH:37][CH:36]=[CH:35][CH:34]=4)SCCS3)=[CH:24][CH:23]=1)[NH:14][CH2:13][CH2:12]2.[OH-].[Na+].O.C(O)(=O)C(O)=[O:44]. (7) Given the product [C:15]([O:19][C:20]([N:22]([OH:23])[C:4]1([CH2:3][CH:2]([CH3:13])[CH3:1])[C:5](=[O:12])[NH:6][C:7](=[O:11])[NH:8][C:9]1=[O:10])=[O:21])([CH3:18])([CH3:17])[CH3:16], predict the reactants needed to synthesize it. The reactants are: [CH3:1][CH:2]([CH3:13])[CH2:3][CH:4]1[C:9](=[O:10])[NH:8][C:7](=[O:11])[NH:6][C:5]1=[O:12].[Na].[C:15]([O:19][C:20]([NH:22][OH:23])=[O:21])([CH3:18])([CH3:17])[CH3:16].I([O-])(=O)(=O)=O.[Na+]. (8) The reactants are: [Cl-].[CH3:2][N:3]1[C:7]([CH:8]([N+:16]#N)[CH2:9][C:10]2[CH:15]=[CH:14][CH:13]=[CH:12][CH:11]=2)=[CH:6][N:5]=[CH:4]1.C1(P(C2C=CC=CC=2)C2C=CC=CC=2)C=CC=CC=1.O. Given the product [CH3:2][N:3]1[C:7]([CH:8]([NH2:16])[CH2:9][C:10]2[CH:11]=[CH:12][CH:13]=[CH:14][CH:15]=2)=[CH:6][N:5]=[CH:4]1, predict the reactants needed to synthesize it. (9) Given the product [Cl:8][C:6]1[N:5]=[C:4]([O:9][CH2:10][C@H:11]2[CH2:13][C:12]2([F:15])[F:14])[N:3]=[C:2]([N:17]2[CH2:18][CH2:19][CH:20]([C:23]3[C:31]4[C:26](=[N:27][CH:28]=[CH:29][CH:30]=4)[NH:25][N:24]=3)[CH2:21][CH2:22]2)[N:7]=1, predict the reactants needed to synthesize it. The reactants are: Cl[C:2]1[N:7]=[C:6]([Cl:8])[N:5]=[C:4]([O:9][CH2:10][C@H:11]2[CH2:13][C:12]2([F:15])[F:14])[N:3]=1.Cl.[NH:17]1[CH2:22][CH2:21][CH:20]([C:23]2[C:31]3[C:26](=[N:27][CH:28]=[CH:29][CH:30]=3)[NH:25][N:24]=2)[CH2:19][CH2:18]1.CCN(C(C)C)C(C)C.